From a dataset of Reaction yield outcomes from USPTO patents with 853,638 reactions. Predict the reaction yield, written as a fraction of the theoretical maximum amount of product (1.0 means a 100% yield; for example, 0.34 means a 34% yield). (1) The product is [CH3:1][C:2]1[CH:7]=[C:6]([NH2:8])[CH:5]=[C:4]([S:11]([CH3:14])(=[O:13])=[O:12])[C:3]=1[CH3:15]. The reactants are [CH3:1][C:2]1[CH:7]=[C:6]([N+:8]([O-])=O)[CH:5]=[C:4]([S:11]([CH3:14])(=[O:13])=[O:12])[C:3]=1[CH3:15]. The catalyst is C(O)C.[Pd]. The yield is 0.860. (2) The reactants are [CH2:1]([O:8][C:9]([N:11]1[CH2:15][CH:14]([OH:16])[CH2:13][N:12]1[C:17](=[O:26])[CH2:18][C:19]1[CH:24]=[CH:23][C:22]([F:25])=[CH:21][CH:20]=1)=[O:10])[C:2]1[CH:7]=[CH:6][CH:5]=[CH:4][CH:3]=1.CI.[CH3:29]COCC. The catalyst is CN(C)C=O.[Ag]=O. The product is [CH2:1]([O:8][C:9]([N:11]1[CH2:15][CH:14]([O:16][CH3:29])[CH2:13][N:12]1[C:17](=[O:26])[CH2:18][C:19]1[CH:24]=[CH:23][C:22]([F:25])=[CH:21][CH:20]=1)=[O:10])[C:2]1[CH:7]=[CH:6][CH:5]=[CH:4][CH:3]=1. The yield is 0.970. (3) The reactants are [F:1][C:2]1[CH:7]=[CH:6][C:5]([F:8])=[CH:4][C:3]=1[O:9][C:10]1[CH:15]=[CH:14][C:13]([N+:16]([O-])=O)=[CH:12][CH:11]=1.O.NN. The catalyst is CO.[Ni]. The product is [F:1][C:2]1[CH:7]=[CH:6][C:5]([F:8])=[CH:4][C:3]=1[O:9][C:10]1[CH:11]=[CH:12][C:13]([NH2:16])=[CH:14][CH:15]=1. The yield is 0.930.